This data is from Full USPTO retrosynthesis dataset with 1.9M reactions from patents (1976-2016). The task is: Predict the reactants needed to synthesize the given product. (1) Given the product [F:19][C:20]1[CH:25]=[CH:24][C:23]([CH:3]=[CH:2][CH2:1][N:4]2[C:12]3[CH:11]=[CH:10][C:9]([Cl:13])=[CH:8][C:7]=3[C:6]3[CH2:14][N:15]([CH3:18])[CH2:16][CH2:17][C:5]2=3)=[CH:22][CH:21]=1, predict the reactants needed to synthesize it. The reactants are: [CH2:1]([N:4]1[C:12]2[CH:11]=[CH:10][C:9]([Cl:13])=[CH:8][C:7]=2[C:6]2[CH2:14][N:15]([CH3:18])[CH2:16][CH2:17][C:5]1=2)[CH:2]=[CH2:3].[F:19][C:20]1[CH:25]=[CH:24][C:23](Br)=[CH:22][CH:21]=1.C1(P(C2C=CC=CC=2)C2C=CC=CC=2)C=CC=CC=1.C(N(CC)CC)C. (2) Given the product [P:12]([O:1][C:2]1[CH:9]=[CH:8][C:7]([CH3:10])=[CH:6][C:3]=1[CH:4]=[O:5])([O:17][CH2:18][CH3:19])([O:14][CH2:15][CH3:16])=[O:13], predict the reactants needed to synthesize it. The reactants are: [OH:1][C:2]1[CH:9]=[CH:8][C:7]([CH3:10])=[CH:6][C:3]=1[CH:4]=[O:5].Cl.[P:12](Cl)([O:17][CH2:18][CH3:19])([O:14][CH2:15][CH3:16])=[O:13]. (3) Given the product [Cl:26][C:5]1[CH:6]=[C:7]([C:8]([NH:10][C@H:11]([C:13]2[CH:14]=[CH:15][C:16]([C:17]([OH:19])=[O:18])=[CH:24][CH:25]=2)[CH3:12])=[O:9])[C:2]([O:33][C:32]2[CH:31]=[CH:30][CH:29]=[C:28]([CH3:34])[CH:27]=2)=[N:3][CH:4]=1, predict the reactants needed to synthesize it. The reactants are: Cl[C:2]1[C:7]([C:8]([NH:10][C@H:11]([C:13]2[CH:25]=[CH:24][C:16]([C:17]([O:19]C(C)(C)C)=[O:18])=[CH:15][CH:14]=2)[CH3:12])=[O:9])=[CH:6][C:5]([Cl:26])=[CH:4][N:3]=1.[CH:27]1[C:32]([OH:33])=[CH:31][CH:30]=[CH:29][C:28]=1[CH3:34].